Dataset: NCI-60 drug combinations with 297,098 pairs across 59 cell lines. Task: Regression. Given two drug SMILES strings and cell line genomic features, predict the synergy score measuring deviation from expected non-interaction effect. Drug 1: CC1C(C(CC(O1)OC2CC(OC(C2O)C)OC3=CC4=CC5=C(C(=O)C(C(C5)C(C(=O)C(C(C)O)O)OC)OC6CC(C(C(O6)C)O)OC7CC(C(C(O7)C)O)OC8CC(C(C(O8)C)O)(C)O)C(=C4C(=C3C)O)O)O)O. Drug 2: C1C(C(OC1N2C=NC3=C2NC=NCC3O)CO)O. Cell line: UACC62. Synergy scores: CSS=15.4, Synergy_ZIP=10.9, Synergy_Bliss=8.39, Synergy_Loewe=-17.2, Synergy_HSA=8.13.